This data is from Merck oncology drug combination screen with 23,052 pairs across 39 cell lines. The task is: Regression. Given two drug SMILES strings and cell line genomic features, predict the synergy score measuring deviation from expected non-interaction effect. Drug 1: C=CCn1c(=O)c2cnc(Nc3ccc(N4CCN(C)CC4)cc3)nc2n1-c1cccc(C(C)(C)O)n1. Drug 2: CNC(=O)c1cc(Oc2ccc(NC(=O)Nc3ccc(Cl)c(C(F)(F)F)c3)cc2)ccn1. Cell line: DLD1. Synergy scores: synergy=10.9.